Dataset: Experimentally validated miRNA-target interactions with 360,000+ pairs, plus equal number of negative samples. Task: Binary Classification. Given a miRNA mature sequence and a target amino acid sequence, predict their likelihood of interaction. (1) The miRNA is hsa-miR-376a-3p with sequence AUCAUAGAGGAAAAUCCACGU. The protein sequence of the target gene is MGRRPARCYRYCKNKPYPKSRFCRGVPDAKIRIFDLGRKKAKVDEFPLGGHMVSDEYEQLSSEALEAARICANKYMVKSCGRDGFHMRVRLHPFHVIRINKMLSCAGADRLQTGMRGAFGKPQGTVARVHIGQVIMSIRTKLQNEEHVIEALRRAKFKFPGRQKIHISKKWGFTKFNADEFEDMVAKKCLIPDGCGVKYVPSHGPLDKWRVLHS. Result: 0 (no interaction). (2) The miRNA is hsa-miR-7160-3p with sequence CAGGGCCCUGGCUUUAGCAGA. The protein sequence of the target gene is MWQIVFFTLSCDLVLAAAYNNFRKSMDSIGKKQYQVQHGSCSYTFLLPEMDNCRSSSSPYVSNAVQRDAPLEYDDSVQRLQVLENIMENNTQWLMKLENYIQDNMKKEMVEIQQNAVQNQTAVMIEIGTNLLNQTAEQTRKLTDVEAQVLNQTTRLELQLLEHSLSTNKLEKQILDQTSEINKLQDKNSFLEKKVLAMEDKHIIQLQSIKEEKDQLQVLVSKQNSIIEELEKKIVTATVNNSVLQKQQHDLMETVNNLLTMMSTSNSAKDPTVAKEEQISFRDCAEVFKSGHTTNGIYTL.... Result: 0 (no interaction). (3) The miRNA is hsa-miR-4312 with sequence GGCCUUGUUCCUGUCCCCA. The protein sequence of the target gene is MVRGARQPQQPRSRLAPRLTGTVEKPPRKRRSRTEFALKEIMSSGGAEDDIPQGERKTVTDFCYLLDKSKQLFNGLRDLPQYGQKQWQSYFGRTFDVYTKLWKFQQQHRQVLDNRYGLKRWQIGEIASKIGQLYYHYYLRTSETSYLNEAFSFYSAIRQRSYYSQVNKEDRPELVVKKLRYYARFIVVCLLLNKMDVVKDLVKELSDEIEDYTHRFNTEDQVEWNLVLQEVAAFIEADPVMVLNDDNTIVITSNRLAETGAPLLEQGMIVGQLSLADALIIGNCNNQVKFSELTVDMFRM.... Result: 0 (no interaction). (4) The miRNA is hsa-miR-921 with sequence CUAGUGAGGGACAGAACCAGGAUUC. The protein sequence of the target gene is MSTPARRRLMRDFKRLQEDPPVGVSGAPSENNIMQWNAVIFGPEGTPFEDGTFKLVIEFSEEYPNKPPTVRFLSKMFHPNVYADGSICLDILQNRWSPTYDVSSILTSIQSLLDEPNPNSPANSQAAQLYQENKREYEKRVSAIVEQSWNDS. Result: 1 (interaction). (5) The miRNA is mmu-miR-425-5p with sequence AAUGACACGAUCACUCCCGUUGA. The protein sequence of the target gene is MSDAGGGKKPPVEPQAGPGPGRAAGERGLSGSFPLVLKKLMENPPRETRLDKEKGKEKLEEDESAAASTMAVSASLMPPIWDKTIPYDGESFHLEYMDLDEFLLENGIPASPTHLAQNLLLPVAELEGKESASSSTASPPSSSTAIFQPSETVSSTESSLEKERETPSPIDPSCVEVDVNFNPDPADLVLSSVPGGELFNPRKHRFAEEDLKPQPMIKKAKKVFVPDEQKDEKYWTRRKKNNVAAKRSRDARRLKENQITIRAAFLEKENTALRTEVAELRKEVGKCKTIVSKYETKYGP.... Result: 1 (interaction).